Task: Regression. Given a target protein amino acid sequence and a drug SMILES string, predict the binding affinity score between them. We predict pIC50 (pIC50 = -log10(IC50 in M); higher means more potent). Dataset: bindingdb_ic50.. Dataset: Drug-target binding data from BindingDB using IC50 measurements (1) The compound is COc1cc(Cl)cc(C=C2C(=O)NN(c3ccc(F)c(Cl)c3)C2=O)c1O. The target protein (Q96HE7) has sequence MGRGWGFLFGLLGAVWLLSSGHGEEQPPETAAQRCFCQVSGYLDDCTCDVETIDRFNNYRLFPRLQKLLESDYFRYYKVNLKRPCPFWNDISQCGRRDCAVKPCQSDEVPDGIKSASYKYSEEANNLIEECEQAERLGAVDESLSEETQKAVLQWTKHDDSSDNFCEADDIQSPEAEYVDLLLNPERYTGYKGPDAWKIWNVIYEENCFKPQTIKRPLNPLASGQGTSEENTFYSWLEGLCVEKRAFYRLISGLHASINVHLSARYLLQETWLEKKWGHNITEFQQRFDGILTEGEGPRRLKNLYFLYLIELRALSKVLPFFERPDFQLFTGNKIQDEENKMLLLEILHEIKSFPLHFDENSFFAGDKKEAHKLKEDFRLHFRNISRIMDCVGCFKCRLWGKLQTQGLGTALKILFSEKLIANMPESGPSYEFHLTRQEIVSLFNAFGRISTSVKELENFRNLLQNIH. The pIC50 is 4.4. (2) The compound is CN1CCN(Cc2ccc(NC(=O)c3ccc(Cl)c(-c4noc(-c5cncc(-c6cnn(C)c6)c5)n4)c3)cc2C(F)(F)F)CC1. The target protein (Q16204) has sequence MADSASESDTDGAGGNSSSSAAMQSSCSSTSGGGGGGGGGGGGGKSGGIVISPFRLEELTNRLASLQQENKVLKIELETYKLKCKALQEENRDLRKASVTIQARAEQEEEFISNTLFKKIQALQKEKETLAVNYEKEEEFLTNELSRKLMQLQHEKAELEQHLEQEQEFQVNKLMKKIKKLENDTISKQLTLEQLRREKIDLENTLEQEQEALVNRLWKRMDKLEAEKRILQEKLDQPVSAPPSPRDISMEIDSPENMMRHIRFLKNEVERLKKQLRAAQLQHSEKMAQYLEEERHMREENLRLQRKLQREMERREALCRQLSESESSLEMDDERYFNEMSAQGLRPRTVSSPIPYTPSPSSSRPISPGLSYASHTVGFTPPTSLTRAGMSYYNSPGLHVQHMGTSHGITRPSPRRSNSPDKFKRPTPPPSPNTQTPVQPPPPPPPPPMQPTVPSAATSQPTPSQHSAHPSSQP. The pIC50 is 6.4. (3) The compound is COc1ccc(NC(=O)CO/N=C2\C=C\C=C/[C@H]3O[C@@H]3C[C@@H](C)OC(=O)c3c(O)cc(O)c(Cl)c3C2)cc1. The target protein (Q9WUD9) has sequence MGSNKSKPKDASQRRRSLEPAENVHGAGGAFPASQTPSKPASADGHRGPNAAFVPPAAAEPKLFGGFNSSDTVTSPQRAGPLAGGVTTFVALYDYESRTETDLSFKKGERLQIVNNTEGDWWLAHSLSTGQTGYIPSNYVAPSDSIQAEEWYFGKITRRESERLLLNAENPRGTFLVRESETTKGAYCLSVSDFDNAKGLNVKHYKIRKLDSGGFYITSRTQFNSLQQLVAYYSKHADGLCHRLTTVCPTSKPQTQGLAKDAWEIPRESLRLEVKLGQGCFGEVWMGTWNGTTRVAIKTLKPGTMSPEAFLQEAQVMKKLRHEKLVQLYAVVSEEPIYIVTEYMNKGSLLDFLKGETGKYLRLPQLVDMSAQIASGMAYVERMNYVHRDLRAANILVGENLVCKVADFGLARLIEDNEYTARQGAKFPIKWTAPEAALYGRFTIKSDVWSFGILLTELTTKGRVPYPGMVNREVLDQVERGYRMPCPPECPESLHDLMCQ.... The pIC50 is 6.4. (4) The small molecule is CCCCCCOc1c2cc(NC(=N)N)cc1Cc1cc(NC(=N)N)cc(c1OCCCCCC)Cc1cc(NC(=N)N)cc(c1OCCCCCC)Cc1cc(cc(NC(=N)N)c1)C2.Cl.Cl.Cl.Cl. The target protein (Q9Y6Y9) has sequence MLPFLFFSTLFSSIFTEAQKQYWVCNSSDASISYTYCDKMQYPISINVNPCIELKRSKGLLHIFYIPRRDLKQLYFNLYITVNTMNLPKRKEVICRGSDDDYSFCRALKGETVNTTISFSFKGIKFSKGKYKCVVEAISGSPEEMLFCLEFVILHQPNSN. The pIC50 is 5.2. (5) The small molecule is O=C(Nc1cccc(O)c1C(=O)O)c1ccc(-c2ccccc2)c(Oc2ccccc2)c1. The target protein (P0DB00) has sequence MIFSKISQVAHYVPQQLVTNNDLASIMDTSHEWIFSRTGIAERHISRDEMTSDLAIQVADQLLTQSGLKADAIDFIIVATISPDATMPSTAAKVQAAIAATSAFAFDMTAACSGFVFALAMADKLIASGAYQNGMVIGAETLSKLVNWQDRATAVLFGDGAGGVLLEASKDKHVLAETLHTDGARCQSLISGETSLSSPYSIGKKAIATIQMDGRAIFDFAIRDVSKSILTLMAQSDITKDDIDYCLLHQANRRILDKIARKIDVPREKFLENMMRYGNTSAASIPILLSEAVQKGQIRLDGTQKILLSGFGGGLTWGSLIVKI. The pIC50 is 8.4. (6) The drug is O=C(CC(c1ccccc1)c1ccccc1)Nc1cccc(NC(=O)c2cc(Cl)cc(Cl)c2)c1. The target protein (P10111) has sequence MVNPTVFFDITADGEPLGRVCFELFADKVPKTAENFRALSTGEKGFGYKGSSFHRIIPGFMCQGGDFTRHNGTGGKSIYGEKFEDENFILKHTGPGILSMANAGPNTNGSQFFICTAKTEWLDGKHVVFGKVKEGMSIVEAMERFGSRNGKTSKKITISDCGQL. The pIC50 is 6.1.